From a dataset of Reaction yield outcomes from USPTO patents with 853,638 reactions. Predict the reaction yield, written as a fraction of the theoretical maximum amount of product (1.0 means a 100% yield; for example, 0.34 means a 34% yield). (1) The yield is 0.720. The catalyst is CO. The product is [F:11][C:10]1[CH:9]=[CH:8][C:5]([CH:6]([OH:7])[CH:15]([N+:12]([O-:14])=[O:13])[CH3:16])=[CH:4][C:3]=1[O:2][CH3:1]. The reactants are [CH3:1][O:2][C:3]1[CH:4]=[C:5]([CH:8]=[CH:9][C:10]=1[F:11])[CH:6]=[O:7].[N+:12]([CH2:15][CH3:16])([O-:14])=[O:13].[OH-].[Na+].C(O)(=O)C. (2) The reactants are [CH2:1]([O:8][C:9]([NH:11][C@@H:12]([CH2:17][OH:18])[CH2:13][C:14]([OH:16])=O)=[O:10])[C:2]1[CH:7]=[CH:6][CH:5]=[CH:4][CH:3]=1.C1(C)C=CC(S(O)(=O)=O)=CC=1. The catalyst is C1(C)C=CC=CC=1. The product is [O:16]=[C:14]1[O:18][CH2:17][C@H:12]([NH:11][C:9](=[O:10])[O:8][CH2:1][C:2]2[CH:3]=[CH:4][CH:5]=[CH:6][CH:7]=2)[CH2:13]1. The yield is 0.830. (3) The reactants are C(O[C:6]([N:8]1[CH2:13][CH2:12][C:11](=[C:14]([C:21]2[CH:26]=[CH:25][CH:24]=[CH:23][CH:22]=2)[C:15]2[NH:19][N:18]=[C:17]([CH3:20])[CH:16]=2)[CH2:10][CH2:9]1)=[O:7])(C)(C)C.C(O)(C(F)(F)F)=O.Cl.[CH3:35][O:36][C:37]1[CH:45]=[N:44][C:43]([N:46]2[CH:50]=[C:49]([CH3:51])[N:48]=[N:47]2)=[C:42]2[C:38]=1[C:39]([C:52](=[O:56])C(O)=O)=[CH:40][NH:41]2.C(N(CC)CC)(C)C.C1N(P(Cl)(N2C(=O)OCC2)=O)C(=O)OC1. The catalyst is C(Cl)Cl. The product is [C:21]1([C:14](=[C:11]2[CH2:12][CH2:13][N:8]([C:6](=[O:7])[C:52]([C:39]3[C:38]4[C:42](=[C:43]([N:46]5[CH:50]=[C:49]([CH3:51])[N:48]=[N:47]5)[N:44]=[CH:45][C:37]=4[O:36][CH3:35])[NH:41][CH:40]=3)=[O:56])[CH2:9][CH2:10]2)[C:15]2[NH:19][N:18]=[C:17]([CH3:20])[CH:16]=2)[CH:26]=[CH:25][CH:24]=[CH:23][CH:22]=1. The yield is 0.440. (4) The reactants are Cl[C:2]([O:4][C:5]1[CH:10]=[CH:9][C:8]([O:11][C:12]2[CH:17]=[CH:16][C:15]([C:18]([F:21])([F:20])[F:19])=[CH:14][N:13]=2)=[CH:7][CH:6]=1)=[O:3].[CH3:22][C:23]1[CH:28]=[CH:27][N:26]=[C:25]([CH2:29][CH:30]2[CH2:35][CH2:34][NH:33][CH2:32][CH2:31]2)[CH:24]=1. No catalyst specified. The product is [F:19][C:18]([F:21])([F:20])[C:15]1[CH:16]=[CH:17][C:12]([O:11][C:8]2[CH:9]=[CH:10][C:5]([O:4][C:2]([N:33]3[CH2:34][CH2:35][CH:30]([CH2:29][C:25]4[CH:24]=[C:23]([CH3:22])[CH:28]=[CH:27][N:26]=4)[CH2:31][CH2:32]3)=[O:3])=[CH:6][CH:7]=2)=[N:13][CH:14]=1. The yield is 0.150.